This data is from Full USPTO retrosynthesis dataset with 1.9M reactions from patents (1976-2016). The task is: Predict the reactants needed to synthesize the given product. Given the product [CH3:1][C:2]1([CH3:28])[CH2:7][CH2:6][C:5]([C:8]2[CH:13]=[C:12]([C:14]([CH3:15])([O:17][CH2:36][CH2:37][N:38]3[CH2:43][CH2:42][O:41][CH2:40][CH2:39]3)[CH3:16])[CH:11]=[CH:10][C:9]=2[NH:18][C:19]([C:21]2[NH:22][CH:23]=[C:24]([C:26]#[N:27])[N:25]=2)=[O:20])=[CH:4][CH2:3]1, predict the reactants needed to synthesize it. The reactants are: [CH3:1][C:2]1([CH3:28])[CH2:7][CH2:6][C:5]([C:8]2[CH:13]=[C:12]([C:14]([OH:17])([CH3:16])[CH3:15])[CH:11]=[CH:10][C:9]=2[NH:18][C:19]([C:21]2[NH:22][CH:23]=[C:24]([C:26]#[N:27])[N:25]=2)=[O:20])=[CH:4][CH2:3]1.C(Cl)(=O)C(Cl)=O.O[CH2:36][CH2:37][N:38]1[CH2:43][CH2:42][O:41][CH2:40][CH2:39]1.CCOC(C)=O.